This data is from Full USPTO retrosynthesis dataset with 1.9M reactions from patents (1976-2016). The task is: Predict the reactants needed to synthesize the given product. Given the product [CH3:1][O:2][C:3]([C:5]1[C:10]([C:11]([O:13][CH3:14])=[O:12])=[CH:9][CH:8]=[C:7]([O:15][C:16]2[CH:21]=[CH:20][C:19]([B:25]3[O:29][C:28]([CH3:31])([CH3:30])[C:27]([CH3:33])([CH3:32])[O:26]3)=[C:18]([CH:23]=[O:24])[CH:17]=2)[N:6]=1)=[O:4], predict the reactants needed to synthesize it. The reactants are: [CH3:1][O:2][C:3]([C:5]1[C:10]([C:11]([O:13][CH3:14])=[O:12])=[CH:9][CH:8]=[C:7]([O:15][C:16]2[CH:21]=[CH:20][C:19](Br)=[C:18]([CH:23]=[O:24])[CH:17]=2)[N:6]=1)=[O:4].[B:25]1([B:25]2[O:29][C:28]([CH3:31])([CH3:30])[C:27]([CH3:33])([CH3:32])[O:26]2)[O:29][C:28]([CH3:31])([CH3:30])[C:27]([CH3:33])([CH3:32])[O:26]1.C([O-])(=O)C.[K+].